From a dataset of Forward reaction prediction with 1.9M reactions from USPTO patents (1976-2016). Predict the product of the given reaction. (1) The product is: [Br:1][C:2]1[CH:7]=[C:6]([CH3:8])[CH:5]=[CH:4][C:3]=1[C:9]([O:14][CH2:24][O:25][CH3:26])([CH2:12][CH3:13])[CH2:10][CH3:11]. Given the reactants [Br:1][C:2]1[CH:7]=[C:6]([CH3:8])[CH:5]=[CH:4][C:3]=1[C:9]([OH:14])([CH2:12][CH3:13])[CH2:10][CH3:11].CCN(C(C)C)C(C)C.[CH2:24](Cl)[O:25][CH3:26].[NH4+].[Cl-], predict the reaction product. (2) Given the reactants C[Si]([N-][Si](C)(C)C)(C)C.[Na+].O1CCCC1.[Cl:16][C:17]1[CH:25]=[C:24]([C:26]#[C:27][CH:28]([O:30][CH3:31])[CH3:29])[C:20]2[O:21][CH2:22][O:23][C:19]=2[C:18]=1[NH2:32].Cl[C:34]1[C:43]2[C:38](=[CH:39][C:40]([O:46][CH2:47][CH2:48][CH2:49][N:50]3[CH2:55][CH2:54][O:53][CH2:52][CH2:51]3)=[C:41]([O:44][CH3:45])[CH:42]=2)[N:37]=[CH:36][N:35]=1, predict the reaction product. The product is: [Cl:16][C:17]1[CH:25]=[C:24]([C:26]#[C:27][CH:28]([O:30][CH3:31])[CH3:29])[C:20]2[O:21][CH2:22][O:23][C:19]=2[C:18]=1[NH:32][C:34]1[C:43]2[C:38](=[CH:39][C:40]([O:46][CH2:47][CH2:48][CH2:49][N:50]3[CH2:51][CH2:52][O:53][CH2:54][CH2:55]3)=[C:41]([O:44][CH3:45])[CH:42]=2)[N:37]=[CH:36][N:35]=1.